This data is from NCI-60 drug combinations with 297,098 pairs across 59 cell lines. The task is: Regression. Given two drug SMILES strings and cell line genomic features, predict the synergy score measuring deviation from expected non-interaction effect. (1) Drug 1: C#CCC(CC1=CN=C2C(=N1)C(=NC(=N2)N)N)C3=CC=C(C=C3)C(=O)NC(CCC(=O)O)C(=O)O. Drug 2: CC1CCCC2(C(O2)CC(NC(=O)CC(C(C(=O)C(C1O)C)(C)C)O)C(=CC3=CSC(=N3)C)C)C. Cell line: NCI-H322M. Synergy scores: CSS=43.3, Synergy_ZIP=4.10, Synergy_Bliss=3.81, Synergy_Loewe=3.81, Synergy_HSA=3.43. (2) Drug 1: C1CN1P(=S)(N2CC2)N3CC3. Drug 2: CC1=C2C(C(=O)C3(C(CC4C(C3C(C(C2(C)C)(CC1OC(=O)C(C(C5=CC=CC=C5)NC(=O)C6=CC=CC=C6)O)O)OC(=O)C7=CC=CC=C7)(CO4)OC(=O)C)O)C)OC(=O)C. Cell line: T-47D. Synergy scores: CSS=22.1, Synergy_ZIP=-3.44, Synergy_Bliss=-2.87, Synergy_Loewe=0.563, Synergy_HSA=0.470. (3) Drug 1: CC1=C2C(C(=O)C3(C(CC4C(C3C(C(C2(C)C)(CC1OC(=O)C(C(C5=CC=CC=C5)NC(=O)OC(C)(C)C)O)O)OC(=O)C6=CC=CC=C6)(CO4)OC(=O)C)O)C)O. Drug 2: C1CCC(C(C1)N)N.C(=O)(C(=O)[O-])[O-].[Pt+4]. Cell line: ACHN. Synergy scores: CSS=17.0, Synergy_ZIP=-4.57, Synergy_Bliss=-3.70, Synergy_Loewe=-4.23, Synergy_HSA=-3.96. (4) Synergy scores: CSS=0.359, Synergy_ZIP=-1.01, Synergy_Bliss=0.0356, Synergy_Loewe=-5.33, Synergy_HSA=-2.26. Cell line: RXF 393. Drug 1: CC1C(C(=O)NC(C(=O)N2CCCC2C(=O)N(CC(=O)N(C(C(=O)O1)C(C)C)C)C)C(C)C)NC(=O)C3=C4C(=C(C=C3)C)OC5=C(C(=O)C(=C(C5=N4)C(=O)NC6C(OC(=O)C(N(C(=O)CN(C(=O)C7CCCN7C(=O)C(NC6=O)C(C)C)C)C)C(C)C)C)N)C. Drug 2: C1=NC2=C(N=C(N=C2N1C3C(C(C(O3)CO)O)O)F)N. (5) Synergy scores: CSS=21.6, Synergy_ZIP=3.52, Synergy_Bliss=5.10, Synergy_Loewe=-29.6, Synergy_HSA=2.37. Cell line: EKVX. Drug 2: C(CN)CNCCSP(=O)(O)O. Drug 1: C1=CC(=C2C(=C1NCCNCCO)C(=O)C3=C(C=CC(=C3C2=O)O)O)NCCNCCO. (6) Drug 1: CNC(=O)C1=CC=CC=C1SC2=CC3=C(C=C2)C(=NN3)C=CC4=CC=CC=N4. Drug 2: C(CC(=O)O)C(=O)CN.Cl. Cell line: OVCAR-5. Synergy scores: CSS=-0.960, Synergy_ZIP=-2.88, Synergy_Bliss=-6.12, Synergy_Loewe=-7.45, Synergy_HSA=-7.43.